This data is from Full USPTO retrosynthesis dataset with 1.9M reactions from patents (1976-2016). The task is: Predict the reactants needed to synthesize the given product. (1) Given the product [F:32][CH2:31][C@@H:30]([C:27]1[CH:28]=[CH:29][C:24]([S:21]([NH:20][C:17]2[C:16]([CH3:34])=[N:15][C:14]([N:11]3[CH2:12][CH2:13][NH:8][C@@H:9]([CH3:35])[CH2:10]3)=[CH:19][CH:18]=2)(=[O:23])=[O:22])=[CH:25][CH:26]=1)[CH3:33], predict the reactants needed to synthesize it. The reactants are: C(OC([N:8]1[CH2:13][CH2:12][N:11]([C:14]2[CH:19]=[CH:18][C:17]([NH:20][S:21]([C:24]3[CH:29]=[CH:28][C:27]([C@@H:30]([CH3:33])[CH2:31][F:32])=[CH:26][CH:25]=3)(=[O:23])=[O:22])=[C:16]([CH3:34])[N:15]=2)[CH2:10][C@@H:9]1[CH3:35])=O)(C)(C)C.Cl. (2) Given the product [CH3:31][S:32]([O:1][CH2:2][CH2:3][CH2:4][C:5]1([C:16]2[CH:17]=[CH:18][C:19]([O:22][CH3:23])=[CH:20][CH:21]=2)[C:13]2[C:8](=[CH:9][C:10]([C:14]#[N:15])=[CH:11][CH:12]=2)[CH2:7][O:6]1)(=[O:34])=[O:33], predict the reactants needed to synthesize it. The reactants are: [OH:1][CH2:2][CH2:3][CH2:4][C:5]1([C:16]2[CH:21]=[CH:20][C:19]([O:22][CH3:23])=[CH:18][CH:17]=2)[C:13]2[C:8](=[CH:9][C:10]([C:14]#[N:15])=[CH:11][CH:12]=2)[CH2:7][O:6]1.C(N(CC)CC)C.[CH3:31][S:32](Cl)(=[O:34])=[O:33]. (3) Given the product [CH3:16][O:1][C:2]1[CH:10]=[C:9]([N+:11]([O-:13])=[O:12])[CH:8]=[CH:7][C:3]=1[C:4]([O:26][CH3:25])=[O:5], predict the reactants needed to synthesize it. The reactants are: [OH:1][C:2]1[CH:10]=[C:9]([N+:11]([O-:13])=[O:12])[CH:8]=[CH:7][C:3]=1[C:4](O)=[O:5].IC.[C:16](=O)([O-])[O-].[K+].[K+].CN([CH:25]=[O:26])C. (4) Given the product [CH3:8][O:9][C:10](=[O:53])[C@@H:11]([C:13]1[CH:14]=[C:15]([C:19]2[CH:24]=[CH:23][C:22]([C:25]([CH2:26][CH3:27])([C:30]3[CH:35]=[CH:34][C:33]([CH2:36][CH2:37][CH:38]([OH:43])[C:39]([CH3:41])([CH3:42])[CH3:40])=[C:32]([CH3:51])[CH:31]=3)[CH2:28][CH3:29])=[CH:21][C:20]=2[CH3:52])[CH:16]=[CH:17][CH:18]=1)[OH:12], predict the reactants needed to synthesize it. The reactants are: FC(F)(F)C(O)=O.[CH3:8][O:9][C:10](=[O:53])[C@@H:11]([C:13]1[CH:14]=[C:15]([C:19]2[CH:24]=[CH:23][C:22]([C:25]([C:30]3[CH:35]=[CH:34][C:33]([CH2:36][CH2:37][CH:38]([O:43][Si](C(C)(C)C)(C)C)[C:39]([CH3:42])([CH3:41])[CH3:40])=[C:32]([CH3:51])[CH:31]=3)([CH2:28][CH3:29])[CH2:26][CH3:27])=[CH:21][C:20]=2[CH3:52])[CH:16]=[CH:17][CH:18]=1)[OH:12]. (5) Given the product [CH3:28][N:27]([CH2:29][C:30]1[CH:31]=[C:32]([NH:33][C:23](=[O:24])[CH2:22][C:19]2[CH:18]=[CH:17][C:16]([O:15][C:6]3[C:5]4[C:10](=[CH:11][C:12]([O:13][CH3:14])=[C:3]([O:2][CH3:1])[CH:4]=4)[N:9]=[CH:8][N:7]=3)=[CH:21][CH:20]=2)[CH:34]=[CH:35][CH:36]=1)[CH3:26], predict the reactants needed to synthesize it. The reactants are: [CH3:1][O:2][C:3]1[CH:4]=[C:5]2[C:10](=[CH:11][C:12]=1[O:13][CH3:14])[N:9]=[CH:8][N:7]=[C:6]2[O:15][C:16]1[CH:21]=[CH:20][C:19]([CH2:22][C:23](O)=[O:24])=[CH:18][CH:17]=1.[CH3:26][N:27]([CH2:29][C:30]1[CH:31]=[C:32]([CH:34]=[CH:35][CH:36]=1)[NH2:33])[CH3:28]. (6) Given the product [CH2:6]([O:8][C:9](=[O:10])[CH:11]([C:12](=[NH:16])[NH2:1])[N:17]=[O:19])[CH3:7], predict the reactants needed to synthesize it. The reactants are: [NH3:1].C(O)C.Cl.[CH2:6]([O:8][C:9]([CH2:11][C:12](=[NH:16])OCC)=[O:10])[CH3:7].[N:17]([O-:19])=O.[Na+].O.Cl.